This data is from Full USPTO retrosynthesis dataset with 1.9M reactions from patents (1976-2016). The task is: Predict the reactants needed to synthesize the given product. (1) Given the product [CH:10]1([NH:13][CH2:5][C:4]2[CH:7]=[CH:8][CH:9]=[C:2]([I:1])[CH:3]=2)[CH2:12][CH2:11]1, predict the reactants needed to synthesize it. The reactants are: [I:1][C:2]1[CH:3]=[C:4]([CH:7]=[CH:8][CH:9]=1)[CH2:5]Br.[CH:10]1([NH2:13])[CH2:12][CH2:11]1. (2) Given the product [NH2:26][C:8]1[N:7]=[C:6]([O:5][CH2:1][CH2:2][CH2:3][CH3:4])[N:14]=[C:13]2[C:9]=1[NH:10][C:11](=[O:24])[N:12]2[CH2:15][CH2:16][CH2:17][CH:18]1[CH2:23][CH2:22][CH2:21][CH2:20][N:19]1[CH2:28][CH:29]([CH3:31])[CH3:30], predict the reactants needed to synthesize it. The reactants are: [CH2:1]([O:5][C:6]1[N:14]=[C:13]2[C:9]([N:10]=[C:11]([O:24]C)[N:12]2[CH2:15][CH2:16][CH2:17][CH:18]2[CH2:23][CH2:22][CH2:21][CH2:20][NH:19]2)=[C:8]([NH2:26])[N:7]=1)[CH2:2][CH2:3][CH3:4].I[CH2:28][CH:29]([CH3:31])[CH3:30]. (3) Given the product [CH3:1][C:2]1[CH2:11][S:10][C@@H:5]2[C@H:6]([NH2:9])[C:7](=[O:8])[N:4]2[C:3]=1[C:12]([OH:14])=[O:13], predict the reactants needed to synthesize it. The reactants are: [CH3:1][C:2]1[CH2:11][S:10][CH:5]2[CH:6]([NH2:9])[C:7](=[O:8])[N:4]2[C:3]=1[C:12]([OH:14])=[O:13].N12CCCC=C1CCCCN2. (4) Given the product [Cl:1][C:2]1[CH:7]=[C:6]2[NH:8][C:9](=[O:41])[C:10]3([CH:15]([C:16]4[CH:21]=[C:20]([Cl:22])[C:19]([F:23])=[CH:18][C:17]=4[O:24][C:25]([C:28]([O:30][CH3:31])=[O:29])([CH3:27])[CH3:26])[CH2:14][C:13](=[S:43])[NH:12][CH:11]3[C:33]3[CH:38]=[C:37]([F:39])[CH:36]=[CH:35][C:34]=3[CH3:40])[C:5]2=[CH:4][CH:3]=1, predict the reactants needed to synthesize it. The reactants are: [Cl:1][C:2]1[CH:7]=[C:6]2[NH:8][C:9](=[O:41])[C:10]3([CH:15]([C:16]4[CH:21]=[C:20]([Cl:22])[C:19]([F:23])=[CH:18][C:17]=4[O:24][C:25]([C:28]([O:30][CH3:31])=[O:29])([CH3:27])[CH3:26])[CH2:14][C:13](=O)[NH:12][CH:11]3[C:33]3[CH:38]=[C:37]([F:39])[CH:36]=[CH:35][C:34]=3[CH3:40])[C:5]2=[CH:4][CH:3]=1.P12(SP3(SP(SP(S3)(S1)=S)(=S)S2)=S)=[S:43]. (5) Given the product [OH:2][N:1]1[C:4]2[C:5](=[CH:6][CH:7]=[CH:8][CH:9]=2)[CH2:10][C:11]1=[O:13], predict the reactants needed to synthesize it. The reactants are: [N+:1]([C:4]1[CH:9]=[CH:8][CH:7]=[CH:6][C:5]=1[CH2:10][C:11]([OH:13])=O)([O-])=[O:2].CS(C)=O.